Dataset: Forward reaction prediction with 1.9M reactions from USPTO patents (1976-2016). Task: Predict the product of the given reaction. (1) The product is: [CH2:8]([NH:10][C:11](=[O:12])[O:23][C:22]1[C:21]([O:24][CH2:25][CH3:26])=[CH:20][C:19]([C:27](=[O:29])[CH2:28][Br:30])=[CH:18][C:17]=1[C:13]([CH3:14])([CH3:16])[CH3:15])[CH3:9]. Given the reactants C(N(CC)CC)C.[CH2:8]([N:10]=[C:11]=[O:12])[CH3:9].[C:13]([C:17]1[CH:18]=[C:19]([C:27](=[O:29])[CH3:28])[CH:20]=[C:21]([O:24][CH2:25][CH3:26])[C:22]=1[OH:23])([CH3:16])([CH3:15])[CH3:14].[Br-:30].[Br-].[Br-].C([N+](CCCC)(CCCC)CCCC)CCC.C([N+](CCCC)(CCCC)CCCC)CCC.C([N+](CCCC)(CCCC)CCCC)CCC, predict the reaction product. (2) The product is: [Cl:5][C:6]1[C:14]([I:15])=[CH:13][C:12]([Cl:16])=[CH:11][C:7]=1[C:8]([O:10][CH3:17])=[O:9]. Given the reactants S(Cl)(Cl)=O.[Cl:5][C:6]1[C:14]([I:15])=[CH:13][C:12]([Cl:16])=[CH:11][C:7]=1[C:8]([OH:10])=[O:9].[CH3:17]O, predict the reaction product. (3) Given the reactants Cl.[NH2:2][CH2:3][C:4]([NH:6][C:7]1[CH:17]=[CH:16][C:10]([C:11]([O:13][CH2:14][CH3:15])=[O:12])=[CH:9][C:8]=1[O:18][CH3:19])=[O:5].C(N(CC)CC)C.[F:27][C:28]([F:35])([F:34])[CH:29]([CH3:33])[CH2:30][CH:31]=O, predict the reaction product. The product is: [CH3:19][O:18][C:8]1[CH:9]=[C:10]([CH:16]=[CH:17][C:7]=1[NH:6][C:4](=[O:5])[CH2:3]/[N:2]=[CH:31]/[CH2:30][CH:29]([CH3:33])[C:28]([F:35])([F:34])[F:27])[C:11]([O:13][CH2:14][CH3:15])=[O:12]. (4) Given the reactants C(OC(=O)[NH:7][C@@H:8]1[CH2:12][CH2:11][N:10]([C:13](=[O:37])[CH2:14][N:15]2[CH2:20][CH2:19][CH:18]([O:21][C:22](=[O:36])[NH:23][C:24]3[CH:29]=[CH:28][CH:27]=[CH:26][C:25]=3[C:30]3[CH:35]=[CH:34][CH:33]=[CH:32][CH:31]=3)[CH2:17][CH2:16]2)[CH2:9]1)(C)(C)C.C(O)(C(F)(F)F)=O.C(=O)(O)[O-].[Na+], predict the reaction product. The product is: [NH2:7][C@@H:8]1[CH2:12][CH2:11][N:10]([C:13](=[O:37])[CH2:14][N:15]2[CH2:20][CH2:19][CH:18]([O:21][C:22](=[O:36])[NH:23][C:24]3[CH:29]=[CH:28][CH:27]=[CH:26][C:25]=3[C:30]3[CH:35]=[CH:34][CH:33]=[CH:32][CH:31]=3)[CH2:17][CH2:16]2)[CH2:9]1.